Dataset: Full USPTO retrosynthesis dataset with 1.9M reactions from patents (1976-2016). Task: Predict the reactants needed to synthesize the given product. (1) Given the product [CH2:42]([C:38]([CH2:37][C:20]1[N:19]([CH2:18][C:17]2[CH:16]=[C:15]([C:6]3[CH:7]=[CH:8][C:3]([C:2]([F:13])([F:12])[F:1])=[CH:4][CH:5]=3)[CH:48]=[CH:47][CH:46]=2)[C:23]2[CH:24]=[C:25]([O:28][CH2:29][C:30]3[CH:35]=[CH:34][C:33]([CH3:36])=[CH:32][N:31]=3)[CH:26]=[CH:27][C:22]=2[N:21]=1)([CH2:44][CH3:45])[C:39]([OH:41])=[O:40])[CH3:43], predict the reactants needed to synthesize it. The reactants are: [F:1][C:2]([F:13])([F:12])[C:3]1[CH:8]=[CH:7][C:6](B(O)O)=[CH:5][CH:4]=1.Br[C:15]1[CH:16]=[C:17]([CH:46]=[CH:47][CH:48]=1)[CH2:18][N:19]1[C:23]2[CH:24]=[C:25]([O:28][CH2:29][C:30]3[CH:35]=[CH:34][C:33]([CH3:36])=[CH:32][N:31]=3)[CH:26]=[CH:27][C:22]=2[N:21]=[C:20]1[CH2:37][C:38]([CH2:44][CH3:45])([CH2:42][CH3:43])[C:39]([OH:41])=[O:40]. (2) The reactants are: [Br:1][C:2]1[CH:10]=[CH:9][C:8]([CH3:11])=[CH:7][C:3]=1[C:4]([OH:6])=[O:5].OS(O)(=O)=O.[CH3:17]O. Given the product [Br:1][C:2]1[CH:10]=[CH:9][C:8]([CH3:11])=[CH:7][C:3]=1[C:4]([O:6][CH3:17])=[O:5], predict the reactants needed to synthesize it.